From a dataset of Catalyst prediction with 721,799 reactions and 888 catalyst types from USPTO. Predict which catalyst facilitates the given reaction. (1) The catalyst class is: 6. Product: [OH:19][C:9]12[CH2:11][CH:5]3[CH2:6][CH:7]([CH2:12][C:3]([C:13](=[O:17])[C:14]([OH:16])=[O:15])([CH2:4]3)[CH2:10]1)[CH2:8]2. Reactant: [OH-].[Na+].[C:3]12([C:13](=[O:17])[C:14]([OH:16])=[O:15])[CH2:12][CH:7]3[CH2:8][CH:9]([CH2:11][CH:5]([CH2:6]3)[CH2:4]1)[CH2:10]2.[Mn]([O-])(=O)(=O)=[O:19].[K+]. (2) Reactant: [C:1]([Si:5]([O:8][C:9]1[CH:14]=[CH:13][C:12]([F:15])=[CH:11][C:10]=1[F:16])([CH3:7])[CH3:6])([CH3:4])([CH3:3])[CH3:2].C([Li])CCC.CN(C)[CH:24]=[O:25].O. Product: [C:1]([Si:5]([CH3:7])([CH3:6])[O:8][C:9]1[C:10]([F:16])=[C:11]([C:12]([F:15])=[CH:13][CH:14]=1)[CH:24]=[O:25])([CH3:4])([CH3:2])[CH3:3]. The catalyst class is: 7. (3) Reactant: [NH2:1][C:2]1[S:6][N:5]=[C:4]([C:7]2[CH:12]=[CH:11][C:10]([N+:13]([O-:15])=[O:14])=[CH:9][CH:8]=2)[C:3]=1[C:16]#[N:17].C(N(CC)C(C)C)(C)C.Cl[C:28]([O:30][C:31]1[CH:36]=[CH:35][CH:34]=[CH:33][CH:32]=1)=[O:29]. Product: [C:16]([C:3]1[C:4]([C:7]2[CH:8]=[CH:9][C:10]([N+:13]([O-:15])=[O:14])=[CH:11][CH:12]=2)=[N:5][S:6][C:2]=1[NH:1][C:28](=[O:29])[O:30][C:31]1[CH:36]=[CH:35][CH:34]=[CH:33][CH:32]=1)#[N:17]. The catalyst class is: 864. (4) Reactant: [CH3:1][O:2][C:3]1[CH:8]=[CH:7][C:6]([OH:9])=[CH:5][CH:4]=1.[Br:10]Br. Product: [Br:10][C:7]1[CH:8]=[C:3]([O:2][CH3:1])[CH:4]=[CH:5][C:6]=1[OH:9]. The catalyst class is: 452. (5) Reactant: O[C:2]1[C:3]([C:11]2([CH2:26][OH:27])[C:15]3=[N:16][CH:17]=[CH:18][CH:19]=[C:14]3[N:13]([CH2:20][CH2:21][CH2:22][CH2:23][CH3:24])[C:12]2=[O:25])=[CH:4][C:5]2[O:9][CH2:8][O:7][C:6]=2[CH:10]=1.C1(P(C2C=CC=CC=2)C2C=CC=CC=2)C=CC=CC=1.N(C(OC(C)C)=O)=NC(OC(C)C)=O. Product: [CH2:20]([N:13]1[C:14]2[C:15](=[N:16][CH:17]=[CH:18][CH:19]=2)[C:11]2([C:3]3=[CH:4][C:5]4[O:9][CH2:8][O:7][C:6]=4[CH:10]=[C:2]3[O:27][CH2:26]2)[C:12]1=[O:25])[CH2:21][CH2:22][CH2:23][CH3:24]. The catalyst class is: 7. (6) Reactant: [CH2:1]([O:8][C:9]1[C:13]([CH2:14][C:15]#N)=[CH:12][N:11]([CH2:17][CH3:18])[N:10]=1)[C:2]1[CH:7]=[CH:6][CH:5]=[CH:4][CH:3]=1.[OH-:19].[Na+].[O:21]1[CH2:25]CCC1.Cl. Product: [CH2:1]([O:8][C:9]1[C:13]([CH2:14][C:15]([O:21][CH3:25])=[O:19])=[CH:12][N:11]([CH2:17][CH3:18])[N:10]=1)[C:2]1[CH:7]=[CH:6][CH:5]=[CH:4][CH:3]=1. The catalyst class is: 8. (7) Reactant: FC(F)(F)C([NH:5][CH2:6][CH:7]1[CH2:12][CH2:11][N:10]([C:13]2[N:18]=[C:17]([C:19]3[CH:28]=[CH:27][C:26]4[C:21](=[CH:22][CH:23]=[C:24]([OH:29])[CH:25]=4)[CH:20]=3)[CH:16]=[CH:15][N:14]=2)[CH2:9][CH2:8]1)=O.[NH2:5][CH2:6][CH:7]1[CH2:12][CH2:11][N:10]([C:13]2[N:18]=[C:17]([C:19]3[CH:20]=[C:21]4[C:26](=[CH:27][CH:28]=3)[CH:25]=[C:24]([OH:29])[CH:23]=[CH:22]4)[CH:16]=[CH:15][N:14]=2)[CH2:9][CH2:8]1.C(=O)([O-])[O-].[K+].[K+].O. Product: [NH2:5][CH2:6][CH:7]1[CH2:12][CH2:11][N:10]([C:13]2[N:18]=[C:17]([C:19]3[CH:20]=[C:21]4[C:26](=[CH:27][CH:28]=3)[CH:25]=[C:24]([OH:29])[CH:23]=[CH:22]4)[CH:16]=[CH:15][N:14]=2)[CH2:9][CH2:8]1. The catalyst class is: 5. (8) Reactant: [Cl:1][C:2]1[CH:3]=[CH:4][C:5]([O:17]C)=[C:6]([C:8]2[CH:9]=[N:10][N:11]3[CH2:16][CH2:15][CH2:14][NH:13][C:12]=23)[CH:7]=1.B(Br)(Br)Br. Product: [Cl:1][C:2]1[CH:3]=[CH:4][C:5]([OH:17])=[C:6]([C:8]2[CH:9]=[N:10][N:11]3[CH2:16][CH2:15][CH2:14][NH:13][C:12]=23)[CH:7]=1. The catalyst class is: 46. (9) The catalyst class is: 42. Product: [C:19]([C:18]1[CH:21]=[C:14]([C:12]2[O:11][N:10]=[C:9]([C:3]3[CH:4]=[CH:5][C:6]([O:8][CH2:33][CH2:34][CH2:35][C:36]([O:38][CH2:39][CH3:40])=[O:37])=[CH:7][C:2]=3[F:1])[N:13]=2)[CH:15]=[CH:16][C:17]=1[O:22][CH:23]([CH3:25])[CH3:24])#[N:20]. Reactant: [F:1][C:2]1[CH:7]=[C:6]([OH:8])[CH:5]=[CH:4][C:3]=1[C:9]1[N:13]=[C:12]([C:14]2[CH:15]=[CH:16][C:17]([O:22][CH:23]([CH3:25])[CH3:24])=[C:18]([CH:21]=2)[C:19]#[N:20])[O:11][N:10]=1.C(=O)([O-])[O-].[K+].[K+].Br[CH2:33][CH2:34][CH2:35][C:36]([O:38][CH2:39][CH3:40])=[O:37].